Task: Predict the product of the given reaction.. Dataset: Forward reaction prediction with 1.9M reactions from USPTO patents (1976-2016) (1) The product is: [Br:1][C:2]1[CH:7]=[C:6]([C:8]#[C:9][C:16]2[CH:17]=[CH:12][CH:13]=[C:14]([S:18]([F:20])([F:22])([F:23])([F:19])[F:21])[CH:15]=2)[CH:5]=[CH:4][C:3]=1[F:10]. Given the reactants [Br:1][C:2]1[CH:7]=[C:6]([C:8]#[CH:9])[CH:5]=[CH:4][C:3]=1[F:10].I[C:12]1[CH:13]=[C:14]([S:18]([F:23])([F:22])([F:21])([F:20])[F:19])[CH:15]=[CH:16][CH:17]=1, predict the reaction product. (2) Given the reactants C1(C(C2C=CC=CC=2)(C2C=CC=CC=2)N2N=NC([C:13]3[CH:14]=[CH:15][C:16]4[NH:17][C:18]5[C:23]([C:24]=4[CH:25]=3)=[CH:22][CH:21]=[CH:20][CH:19]=5)=N2)C=CC=CC=1.[H-].[Na+].ClC1C=C(C=CC=1)CCl.Cl, predict the reaction product. The product is: [CH:15]1[C:16]2[NH:17][C:18]3[C:23](=[CH:22][CH:21]=[CH:20][CH:19]=3)[C:24]=2[CH:25]=[CH:13][CH:14]=1. (3) Given the reactants [CH3:1][Si:2]([CH3:23])([CH3:22])[CH2:3][CH2:4][O:5][C:6]([N:8]1[CH2:13][CH:12]=[C:11]([C:14]2[CH:19]=[CH:18][CH:17]=[C:16]([C:20]#[N:21])[CH:15]=2)[CH2:10][CH2:9]1)=[O:7].[ClH:24].CCOCC.CCOC(C)=O, predict the reaction product. The product is: [ClH:24].[CH3:1][Si:2]([CH3:23])([CH3:22])[CH2:3][CH2:4][O:5][C:6]([N:8]1[CH2:13][CH2:12][CH:11]([C:14]2[CH:19]=[CH:18][CH:17]=[C:16]([CH2:20][NH2:21])[CH:15]=2)[CH2:10][CH2:9]1)=[O:7]. (4) Given the reactants [C:1]([OH:12])(=O)/[CH:2]=[CH:3]/[CH2:4][CH2:5][CH2:6][CH2:7][CH2:8][CH2:9][CH3:10].[CH3:13][N:14]([CH3:23])[CH2:15][CH2:16][N:17]1[CH2:22][CH2:21][NH:20][CH2:19][CH2:18]1, predict the reaction product. The product is: [C:1]([N:20]1[CH2:21][CH2:22][N:17]([CH2:16][CH2:15][N:14]([CH3:23])[CH3:13])[CH2:18][CH2:19]1)(=[O:12])/[CH:2]=[CH:3]/[CH2:4][CH2:5][CH2:6][CH2:7][CH2:8][CH2:9][CH3:10]. (5) Given the reactants [Cl:1][C:2]1[CH:21]=[CH:20][C:5]([CH2:6][N:7]2[C:15]3[C:10](=[CH:11][C:12]([N+:16]([O-])=O)=[CH:13][CH:14]=3)[CH:9]=[C:8]2[CH3:19])=[CH:4][CH:3]=1.[H-].[Al+3].[Li+].[H-].[H-].[H-], predict the reaction product. The product is: [Cl:1][C:2]1[CH:21]=[CH:20][C:5]([CH2:6][N:7]2[C:15]3[C:10](=[CH:11][C:12]([NH2:16])=[CH:13][CH:14]=3)[CH:9]=[C:8]2[CH3:19])=[CH:4][CH:3]=1.